This data is from Full USPTO retrosynthesis dataset with 1.9M reactions from patents (1976-2016). The task is: Predict the reactants needed to synthesize the given product. (1) Given the product [CH3:3][C:4]1([CH3:11])[CH2:9][CH2:8][CH:7]([OH:10])[CH:6]=[CH:5]1, predict the reactants needed to synthesize it. The reactants are: [BH4-].[Na+].[CH3:3][C:4]1([CH3:11])[CH2:9][CH2:8][C:7](=[O:10])[CH:6]=[CH:5]1. (2) Given the product [C:24]([OH:8])(=[O:23])[CH2:25][CH2:20][C:44]([OH:47])=[O:46].[CH:11]([C@:14]1([C:28]([N:30]2[CH2:39][CH2:38][C:37]3[N:36]=[CH:35][C:34]([C:40]([F:43])([F:41])[F:42])=[CH:33][C:32]=3[CH2:31]2)=[O:29])[CH2:18][CH2:17][C@@H:16]([NH:19][C@H:20]2[CH2:25][CH2:24][O:23][CH2:22][C@H:21]2[O:26][CH3:27])[CH2:15]1)([CH3:13])[CH3:12], predict the reactants needed to synthesize it. The reactants are: C1(S(O)(=O)=[O:8])C=CC=CC=1.[CH:11]([C@:14]1([C:28]([N:30]2[CH2:39][CH2:38][C:37]3[N:36]=[CH:35][C:34]([C:40]([F:43])([F:42])[F:41])=[CH:33][C:32]=3[CH2:31]2)=[O:29])[CH2:18][CH2:17][C@@H:16]([NH:19][C@H:20]2[CH2:25][CH2:24][O:23][CH2:22][C@H:21]2[O:26][CH3:27])[CH2:15]1)([CH3:13])[CH3:12].[C:44]([O-:47])([O-:46])=O.[K+].[K+]. (3) The reactants are: Cl[C:2]1[C:7]([CH:8]([CH2:13][CH2:14][CH3:15])[C:9]([O:11][CH3:12])=[O:10])=[C:6]([CH3:16])[N:5]=[C:4]([C:17]2[CH:22]=[CH:21][CH:20]=[CH:19][CH:18]=2)[N:3]=1.C(N(CC)C(C)C)(C)C.CC1(C)C(C)(C)OB([C:40]2[CH:49]=[CH:48][C:43]3[NH:44][C:45](=[O:47])[NH:46][C:42]=3[CH:41]=2)O1. Given the product [CH3:16][C:6]1[C:7]([CH:8]([CH2:13][CH2:14][CH3:15])[C:9]([O:11][CH3:12])=[O:10])=[C:2]([C:40]2[CH:49]=[CH:48][C:43]3[NH:44][C:45](=[O:47])[NH:46][C:42]=3[CH:41]=2)[N:3]=[C:4]([C:17]2[CH:22]=[CH:21][CH:20]=[CH:19][CH:18]=2)[N:5]=1, predict the reactants needed to synthesize it. (4) Given the product [NH2:12][C:10]1[N:11]=[C:6]([C:4](=[O:3])[CH3:5])[CH:7]=[C:8]([NH:13][C:14]2[CH:19]=[CH:18][C:17]([O:20][C:21]3[CH:26]=[CH:25][N:24]=[C:23]([C:27]([F:30])([F:29])[F:28])[CH:22]=3)=[CH:16][CH:15]=2)[N:9]=1, predict the reactants needed to synthesize it. The reactants are: C([O:3][C:4]([C:6]1[N:11]=[C:10]([NH2:12])[N:9]=[C:8]([NH:13][C:14]2[CH:19]=[CH:18][C:17]([O:20][C:21]3[CH:26]=[CH:25][N:24]=[C:23]([C:27]([F:30])([F:29])[F:28])[CH:22]=3)=[CH:16][CH:15]=2)[CH:7]=1)=[CH2:5])C.Cl. (5) Given the product [P:2]([O-:6])([O-:5])([O-:4])=[O:3].[CH2:33]([NH:32][CH2:36][CH3:35])[CH3:34], predict the reactants needed to synthesize it. The reactants are: [Na+].[P:2]([O:6]C[C@@H](O)[C@@H](O)[C@H](O)[C@@H](O)C=O)([O-:5])([O-:4])=[O:3].[Na+].Cl.C(N=C=NCCCN(C)C)C.O[N:32]1[C:36](=O)[CH2:35][CH2:34][C:33]1=O.C(NCC)C. (6) Given the product [CH3:2][C:3]1([CH3:26])[CH2:12][CH2:11][C:10]([CH3:13])([CH3:14])[C:9]2[CH:8]=[C:7]([C:15]3[N:19]=[C:18]([CH:20]4[CH2:25][CH2:24][N:23]([CH2:34][CH2:33][CH2:32][CH2:31][OH:30])[CH2:22][CH2:21]4)[O:17][N:16]=3)[CH:6]=[CH:5][C:4]1=2, predict the reactants needed to synthesize it. The reactants are: Cl.[CH3:2][C:3]1([CH3:26])[CH2:12][CH2:11][C:10]([CH3:14])([CH3:13])[C:9]2[CH:8]=[C:7]([C:15]3[N:19]=[C:18]([CH:20]4[CH2:25][CH2:24][NH:23][CH2:22][CH2:21]4)[O:17][N:16]=3)[CH:6]=[CH:5][C:4]1=2.C([O:30][CH2:31][CH2:32][CH2:33][CH2:34]Br)(=O)C.[OH-].[Na+].